The task is: Predict which catalyst facilitates the given reaction.. This data is from Catalyst prediction with 721,799 reactions and 888 catalyst types from USPTO. (1) Product: [O:25]1[C:26]2[CH:32]=[CH:31][CH:30]=[CH:29][C:27]=2[N:28]=[C:24]1[NH:23][C:12](=[O:14])[C@H:11]([C:8]1[CH:9]=[CH:10][C:5]([S:2]([CH3:1])(=[O:3])=[O:4])=[CH:6][CH:7]=1)[CH2:15][C:16]1[CH:21]=[CH:20][CH:19]=[CH:18][C:17]=1[CH3:22]. Reactant: [CH3:1][S:2]([C:5]1[CH:10]=[CH:9][C:8]([C@H:11]([CH2:15][C:16]2[CH:21]=[CH:20][CH:19]=[CH:18][C:17]=2[CH3:22])[C:12]([OH:14])=O)=[CH:7][CH:6]=1)(=[O:4])=[O:3].[NH2:23][C:24]1[O:25][C:26]2[CH:32]=[CH:31][CH:30]=[CH:29][C:27]=2[N:28]=1.CCN=C=NCCCN(C)C.Cl. The catalyst class is: 64. (2) Reactant: CS(Cl)(=O)=O.O[CH2:7][C:8]1[CH:13]=[CH:12][C:11]([CH2:14][NH:15][C:16](=[O:22])[O:17][C:18]([CH3:21])([CH3:20])[CH3:19])=[CH:10][CH:9]=1.C[CH2:24][N:25](CC)CC.CN.C([O-])([O-])=O.[Na+].[Na+]. Product: [CH3:24][NH:25][CH2:7][C:8]1[CH:13]=[CH:12][C:11]([CH2:14][NH:15][C:16](=[O:22])[O:17][C:18]([CH3:21])([CH3:20])[CH3:19])=[CH:10][CH:9]=1. The catalyst class is: 168. (3) Reactant: [C:1]1([NH:7][CH2:8][CH2:9][OH:10])[CH:6]=[CH:5][CH:4]=[CH:3][CH:2]=1.C(N(CC)CC)C.[S:18](Cl)([CH3:21])(=[O:20])=[O:19].O. Product: [CH3:21][S:18]([O:10][CH2:9][CH2:8][NH:7][C:1]1[CH:6]=[CH:5][CH:4]=[CH:3][CH:2]=1)(=[O:20])=[O:19]. The catalyst class is: 2. (4) The catalyst class is: 109. Reactant: [CH3:1][O:2][C:3](=[O:16])[CH2:4][O:5][C:6]1[CH:11]=[CH:10][C:9](Br)=[CH:8][C:7]=1[N+:13]([O-:15])=[O:14].[CH2:17]([Sn](CCCC)(CCCC)CCCC)[CH:18]=[CH2:19]. Product: [CH3:1][O:2][C:3](=[O:16])[CH2:4][O:5][C:6]1[CH:11]=[CH:10][C:9]([CH2:19][CH:18]=[CH2:17])=[CH:8][C:7]=1[N+:13]([O-:15])=[O:14]. (5) Product: [CH:7]1([N:11]2[CH2:17][CH2:16][C:15]3[CH:18]=[C:19]([O:22][C:23]4[N:24]=[CH:25][C:26]([C:29]([N:1]5[CH2:6][CH2:5][O:4][CH2:3][CH2:2]5)=[O:30])=[N:27][CH:28]=4)[CH:20]=[CH:21][C:14]=3[CH2:13][CH2:12]2)[CH2:8][CH2:9][CH2:10]1. Reactant: [NH:1]1[CH2:6][CH2:5][O:4][CH2:3][CH2:2]1.[CH:7]1([N:11]2[CH2:17][CH2:16][C:15]3[CH:18]=[C:19]([O:22][C:23]4[N:24]=[CH:25][C:26]([C:29](Cl)=[O:30])=[N:27][CH:28]=4)[CH:20]=[CH:21][C:14]=3[CH2:13][CH2:12]2)[CH2:10][CH2:9][CH2:8]1.CCN(CC1C=CC=CC=1)CC.C=CC1C=CC=CC=1.C=CC1C=CC(C=C)=CC=1. The catalyst class is: 4. (6) Reactant: [N:1]1([C:6]([O:8][CH2:9][C@H:10]2[CH2:14][C@@H:13]([NH:15][S:16]([C:19]3[CH:24]=[C:23]([Br:25])[CH:22]=[CH:21][C:20]=3[Br:26])(=[O:18])=[O:17])[CH2:12][N:11]2[C:27]([O:29][C:30]([CH3:33])([CH3:32])[CH3:31])=[O:28])=[O:7])[CH:5]=CN=[CH:2]1.CNC. Product: [Br:26][C:20]1[CH:21]=[CH:22][C:23]([Br:25])=[CH:24][C:19]=1[S:16]([NH:15][C@H:13]1[CH2:12][N:11]([C:27]([O:29][C:30]([CH3:32])([CH3:33])[CH3:31])=[O:28])[C@@H:10]([CH2:9][O:8][C:6]([N:1]([CH3:5])[CH3:2])=[O:7])[CH2:14]1)(=[O:18])=[O:17]. The catalyst class is: 308. (7) The catalyst class is: 2. Product: [NH2:7][CH:8]1[CH2:9][CH2:10][N:11]([C:14]2[N:15]=[CH:16][C:17]([C:20]3[CH:25]=[C:24]([N:26]([CH2:33][CH3:34])[CH:27]4[CH2:28][CH2:29][O:30][CH2:31][CH2:32]4)[C:23]([CH3:35])=[C:22]([CH:21]=3)[C:36]([NH:37][CH2:38][C:39]3[C:40](=[O:47])[NH:41][C:42]([CH3:46])=[CH:43][C:44]=3[CH3:45])=[O:48])=[CH:18][CH:19]=2)[CH2:12][CH2:13]1. Reactant: C(OC(=O)[NH:7][CH:8]1[CH2:13][CH2:12][N:11]([C:14]2[CH:19]=[CH:18][C:17]([C:20]3[CH:25]=[C:24]([N:26]([CH2:33][CH3:34])[CH:27]4[CH2:32][CH2:31][O:30][CH2:29][CH2:28]4)[C:23]([CH3:35])=[C:22]([C:36](=[O:48])[NH:37][CH2:38][C:39]4[C:40](=[O:47])[NH:41][C:42]([CH3:46])=[CH:43][C:44]=4[CH3:45])[CH:21]=3)=[CH:16][N:15]=2)[CH2:10][CH2:9]1)(C)(C)C.C(O)(C(F)(F)F)=O. (8) Reactant: Cl[C:2]1[N:7]=[C:6]([CH3:8])[N:5]=[C:4]([N:9]2[CH2:18][CH2:17][N:16]3[C@H:11]([CH2:12][O:13][CH2:14][CH2:15]3)[CH2:10]2)[C:3]=1[F:19].O.[NH2:21][NH2:22]. Product: [F:19][C:3]1[C:4]([N:9]2[CH2:18][CH2:17][N:16]3[C@H:11]([CH2:12][O:13][CH2:14][CH2:15]3)[CH2:10]2)=[N:5][C:6]([CH3:8])=[N:7][C:2]=1[NH:21][NH2:22]. The catalyst class is: 12. (9) Reactant: [OH-].[Na+].[CH:3](=O)[C:4]1[CH:9]=[CH:8][CH:7]=[CH:6][CH:5]=1.[CH3:11][C:12]([CH3:14])=[O:13]. Product: [C:4]1(/[CH:3]=[CH:11]/[C:12](=[O:13])/[CH:14]=[CH:3]/[C:4]2[CH:9]=[CH:8][CH:7]=[CH:6][CH:5]=2)[CH:9]=[CH:8][CH:7]=[CH:6][CH:5]=1. The catalyst class is: 14. (10) Reactant: Cl.[N:2]1[C:11]2[C:6](=[CH:7][CH:8]=[CH:9][CH:10]=2)[CH:5]=[CH:4][C:3]=1[CH2:12][CH:13]1[CH2:17][CH2:16][CH2:15][CH:14]1[NH2:18].CCN(C(C)C)C(C)C.[CH3:28][O:29][C:30]1[CH:38]=[CH:37][CH:36]=[C:35]([O:39][CH3:40])[C:31]=1[C:32](Cl)=[O:33]. Product: [CH3:40][O:39][C:35]1[CH:36]=[CH:37][CH:38]=[C:30]([O:29][CH3:28])[C:31]=1[C:32]([NH:18][CH:14]1[CH2:15][CH2:16][CH2:17][CH:13]1[CH2:12][C:3]1[CH:4]=[CH:5][C:6]2[C:11](=[CH:10][CH:9]=[CH:8][CH:7]=2)[N:2]=1)=[O:33]. The catalyst class is: 34.